Task: Regression. Given two drug SMILES strings and cell line genomic features, predict the synergy score measuring deviation from expected non-interaction effect.. Dataset: NCI-60 drug combinations with 297,098 pairs across 59 cell lines Drug 1: CC1CCC2CC(C(=CC=CC=CC(CC(C(=O)C(C(C(=CC(C(=O)CC(OC(=O)C3CCCCN3C(=O)C(=O)C1(O2)O)C(C)CC4CCC(C(C4)OC)O)C)C)O)OC)C)C)C)OC. Drug 2: C#CCC(CC1=CN=C2C(=N1)C(=NC(=N2)N)N)C3=CC=C(C=C3)C(=O)NC(CCC(=O)O)C(=O)O. Cell line: PC-3. Synergy scores: CSS=69.9, Synergy_ZIP=19.5, Synergy_Bliss=0.607, Synergy_Loewe=39.5, Synergy_HSA=0.903.